From a dataset of Forward reaction prediction with 1.9M reactions from USPTO patents (1976-2016). Predict the product of the given reaction. (1) Given the reactants Cl[S:2]([C:5]1[CH:6]=[C:7]([CH:11]=[CH:12][CH:13]=1)[C:8]([OH:10])=[O:9])(=[O:4])=[O:3].[CH3:14][N:15]1[CH2:20][CH2:19][NH:18][CH2:17][CH2:16]1.C(=O)([O-])[O-].[K+].[K+], predict the reaction product. The product is: [CH3:14][N:15]1[CH2:20][CH2:19][N:18]([S:2]([C:5]2[CH:6]=[C:7]([CH:11]=[CH:12][CH:13]=2)[C:8]([OH:10])=[O:9])(=[O:4])=[O:3])[CH2:17][CH2:16]1. (2) Given the reactants [CH2:1]([O:3][C:4](=[O:10])[C:5](OCC)=[NH:6])[CH3:2].[C:11]1([CH2:17][C:18]([NH:20][NH2:21])=O)[CH:16]=[CH:15][CH:14]=[CH:13][CH:12]=1.[CH2:22](O)[CH3:23], predict the reaction product. The product is: [CH2:1]([O:3][C:4]([C:5]1[N:6]=[C:18]([CH2:17][C:11]2[CH:16]=[CH:15][CH:14]=[CH:13][CH:12]=2)[NH:20][N:21]=1)=[O:10])[CH2:2][CH2:22][CH3:23]. (3) Given the reactants [C:1]1([S:7]([N:10]2[C:14]3=[N:15][CH:16]=[CH:17][CH:18]=[C:13]3[CH:12]=[C:11]2[C:19](OS(C2C=CC(C)=CC=2)(=O)=O)=[CH:20][CH:21]2[CH2:29][CH2:28][C:23]3([O:27][CH2:26][CH2:25][O:24]3)[CH2:22]2)(=[O:9])=[O:8])[CH:6]=[CH:5][CH:4]=[CH:3][CH:2]=1.[CH3:41][S:42]([C:45]1[CH:50]=[CH:49][C:48](B(O)O)=[CH:47][CH:46]=1)(=[O:44])=[O:43].C(=O)([O-])[O-].[Na+].[Na+], predict the reaction product. The product is: [C:1]1([S:7]([N:10]2[C:14]3=[N:15][CH:16]=[CH:17][CH:18]=[C:13]3[CH:12]=[C:11]2/[C:19](/[C:48]2[CH:49]=[CH:50][C:45]([S:42]([CH3:41])(=[O:44])=[O:43])=[CH:46][CH:47]=2)=[CH:20]\[CH:21]2[CH2:29][CH2:28][C:23]3([O:24][CH2:25][CH2:26][O:27]3)[CH2:22]2)(=[O:9])=[O:8])[CH:2]=[CH:3][CH:4]=[CH:5][CH:6]=1.